From a dataset of Reaction yield outcomes from USPTO patents with 853,638 reactions. Predict the reaction yield, written as a fraction of the theoretical maximum amount of product (1.0 means a 100% yield; for example, 0.34 means a 34% yield). The reactants are [F:1][C:2]([F:33])([F:32])[C:3]([NH:5][C@@H:6]1[CH2:31][CH2:30][N:9]2[C:10]3[CH:23]=[CH:22][C:21]([C:24]4[N:25]=NN(C)N=4)=[CH:20][C:11]=3[C@H:12]([CH3:19])[C:13]3[CH:18]=[CH:17][CH:16]=[CH:15][C:14]=3[C@H:8]2[CH2:7]1)=[O:4]. The catalyst is C1COCC1.N.[Zn]. The product is [F:32][C:2]([F:1])([F:33])[C:3]([NH:5][C@@H:6]1[CH2:31][CH2:30][N:9]2[C:10]3[CH:23]=[CH:22][C:21]([C:24]4[CH:2]=[CH:3][N:5]=[CH:6][N:25]=4)=[CH:20][C:11]=3[C@H:12]([CH3:19])[C:13]3[CH:18]=[CH:17][CH:16]=[CH:15][C:14]=3[C@H:8]2[CH2:7]1)=[O:4]. The yield is 0.850.